From a dataset of Full USPTO retrosynthesis dataset with 1.9M reactions from patents (1976-2016). Predict the reactants needed to synthesize the given product. (1) Given the product [C:1]([O:5][C:6]([N:8]1[CH2:12][CH2:11][CH2:10][CH:9]1[C:13]1[N:14]([CH2:19][O:20][CH2:21][CH2:22][Si:23]([CH3:26])([CH3:25])[CH3:24])[C:15]([CH:34]=[O:35])=[CH:16][N:17]=1)=[O:7])([CH3:4])([CH3:3])[CH3:2], predict the reactants needed to synthesize it. The reactants are: [C:1]([O:5][C:6]([N:8]1[CH2:12][CH2:11][CH2:10][CH:9]1[C:13]1[N:14]([CH2:19][O:20][CH2:21][CH2:22][Si:23]([CH3:26])([CH3:25])[CH3:24])[C:15](Br)=[CH:16][N:17]=1)=[O:7])([CH3:4])([CH3:3])[CH3:2].[Li]CCCC.[Cl-].[NH4+].[C:34](=O)(O)[O-:35].[Na+]. (2) The reactants are: C[O:2][C:3]([C:5]1[CH:6]=[C:7]([NH:15][CH2:16][C:17]2[C:22]([CH3:23])=[CH:21][CH:20]=[CH:19][C:18]=2[CH2:24][CH3:25])[C:8]2[N:9]([N:11]=[C:12]([CH3:14])[N:13]=2)[CH:10]=1)=O.[H-].[Al+3].[Li+].[H-].[H-].[H-]. Given the product [CH2:24]([C:18]1[CH:19]=[CH:20][CH:21]=[C:22]([CH3:23])[C:17]=1[CH2:16][NH:15][C:7]1[C:8]2[N:9]([N:11]=[C:12]([CH3:14])[N:13]=2)[CH:10]=[C:5]([CH2:3][OH:2])[CH:6]=1)[CH3:25], predict the reactants needed to synthesize it. (3) Given the product [CH3:20][O:11][C:10](=[O:12])[CH2:9][C:5]1[CH:6]=[CH:7][CH:8]=[C:3]([C:2]([F:13])([F:14])[F:1])[CH:4]=1, predict the reactants needed to synthesize it. The reactants are: [F:1][C:2]([F:14])([F:13])[C:3]1[CH:4]=[C:5]([CH2:9][C:10]([OH:12])=[O:11])[CH:6]=[CH:7][CH:8]=1.S(=O)(=O)(O)O.[CH3:20]O.